Dataset: NCI-60 drug combinations with 297,098 pairs across 59 cell lines. Task: Regression. Given two drug SMILES strings and cell line genomic features, predict the synergy score measuring deviation from expected non-interaction effect. (1) Drug 1: CN1C2=C(C=C(C=C2)N(CCCl)CCCl)N=C1CCCC(=O)O.Cl. Drug 2: B(C(CC(C)C)NC(=O)C(CC1=CC=CC=C1)NC(=O)C2=NC=CN=C2)(O)O. Cell line: BT-549. Synergy scores: CSS=41.2, Synergy_ZIP=8.94, Synergy_Bliss=6.71, Synergy_Loewe=-41.5, Synergy_HSA=3.72. (2) Drug 1: CCC(=C(C1=CC=CC=C1)C2=CC=C(C=C2)OCCN(C)C)C3=CC=CC=C3.C(C(=O)O)C(CC(=O)O)(C(=O)O)O. Drug 2: CCC1(C2=C(COC1=O)C(=O)N3CC4=CC5=C(C=CC(=C5CN(C)C)O)N=C4C3=C2)O.Cl. Cell line: MDA-MB-435. Synergy scores: CSS=17.5, Synergy_ZIP=-7.08, Synergy_Bliss=-1.82, Synergy_Loewe=-9.47, Synergy_HSA=-1.86. (3) Drug 1: C1=CC(=CC=C1CC(C(=O)O)N)N(CCCl)CCCl.Cl. Drug 2: CC1C(C(CC(O1)OC2CC(CC3=C2C(=C4C(=C3O)C(=O)C5=C(C4=O)C(=CC=C5)OC)O)(C(=O)CO)O)N)O.Cl. Cell line: 786-0. Synergy scores: CSS=47.6, Synergy_ZIP=-2.94, Synergy_Bliss=-1.02, Synergy_Loewe=-4.04, Synergy_HSA=0.243. (4) Drug 1: C1CC2CC3=C(CC1C24CN(S(=O)(=O)N4)CC(F)(F)F)C=CC(=C3)C=CCN5CCC(CC5)C(F)(F)F. Drug 2: CN(CC1=CN=C2C(=N1)C(=NC(=N2)N)N)C3=CC=C(C=C3)C(=O)NC(CCC(=O)O)C(=O)O. Cell line: SW-620. Synergy scores: CSS=57.9, Synergy_ZIP=0.565, Synergy_Bliss=-2.11, Synergy_Loewe=-25.4, Synergy_HSA=-1.52. (5) Drug 1: CCC1(CC2CC(C3=C(CCN(C2)C1)C4=CC=CC=C4N3)(C5=C(C=C6C(=C5)C78CCN9C7C(C=CC9)(C(C(C8N6C=O)(C(=O)OC)O)OC(=O)C)CC)OC)C(=O)OC)O.OS(=O)(=O)O. Drug 2: CC1=C(C(=O)C2=C(C1=O)N3CC4C(C3(C2COC(=O)N)OC)N4)N. Cell line: NCI-H322M. Synergy scores: CSS=12.9, Synergy_ZIP=-0.0503, Synergy_Bliss=3.10, Synergy_Loewe=2.11, Synergy_HSA=1.72. (6) Drug 1: CC1=C(C=C(C=C1)C(=O)NC2=CC(=CC(=C2)C(F)(F)F)N3C=C(N=C3)C)NC4=NC=CC(=N4)C5=CN=CC=C5. Drug 2: CC1CCC2CC(C(=CC=CC=CC(CC(C(=O)C(C(C(=CC(C(=O)CC(OC(=O)C3CCCCN3C(=O)C(=O)C1(O2)O)C(C)CC4CCC(C(C4)OC)O)C)C)O)OC)C)C)C)OC. Cell line: M14. Synergy scores: CSS=16.2, Synergy_ZIP=2.88, Synergy_Bliss=0.774, Synergy_Loewe=-32.0, Synergy_HSA=1.14. (7) Drug 1: CC1=C(C=C(C=C1)NC2=NC=CC(=N2)N(C)C3=CC4=NN(C(=C4C=C3)C)C)S(=O)(=O)N.Cl. Drug 2: CC(C)NC(=O)C1=CC=C(C=C1)CNNC.Cl. Cell line: HOP-92. Synergy scores: CSS=-1.68, Synergy_ZIP=-1.62, Synergy_Bliss=-4.77, Synergy_Loewe=-4.41, Synergy_HSA=-3.99.